From a dataset of Reaction yield outcomes from USPTO patents with 853,638 reactions. Predict the reaction yield, written as a fraction of the theoretical maximum amount of product (1.0 means a 100% yield; for example, 0.34 means a 34% yield). (1) The reactants are [Cl:1][C:2]1[CH:7]=[CH:6][CH:5]=[C:4]([Cl:8])[C:3]=1[NH:9][C:10]1[N:11]([CH3:28])[C:12]2[C:13]([N:27]=1)=[C:14]([CH:25]=O)[CH:15]=[C:16]1[C:21]=2[C:20](=[O:22])[NH:19][C:18]([CH3:23])=[C:17]1[CH3:24].[CH2:29]([CH2:31][NH2:32])[OH:30].[BH3-]C#N.[Na+]. The catalyst is CO. The product is [Cl:8][C:4]1[CH:5]=[CH:6][CH:7]=[C:2]([Cl:1])[C:3]=1[NH:9][C:10]1[N:11]([CH3:28])[C:12]2[C:21]3[C:20](=[O:22])[NH:19][C:18]([CH3:23])=[C:17]([CH3:24])[C:16]=3[CH:15]=[C:14]([CH2:25][NH:32][CH2:31][CH2:29][OH:30])[C:13]=2[N:27]=1. The yield is 0.360. (2) The reactants are [CH2:1]([O:8][C:9]1[C:10]([CH3:27])=[C:11]([CH:15](OC)[C:16]2[C:24]3[C:19](=[N:20][CH:21]=[CH:22][CH:23]=3)[NH:18][CH:17]=2)[CH:12]=[CH:13][CH:14]=1)[C:2]1[CH:7]=[CH:6][CH:5]=[CH:4][CH:3]=1.FC(F)(F)C(O)=O.C([SiH](CC)CC)C. The catalyst is C(#N)C. The product is [CH2:1]([O:8][C:9]1[C:10]([CH3:27])=[C:11]([CH:12]=[CH:13][CH:14]=1)[CH2:15][C:16]1[C:24]2[C:19](=[N:20][CH:21]=[CH:22][CH:23]=2)[NH:18][CH:17]=1)[C:2]1[CH:3]=[CH:4][CH:5]=[CH:6][CH:7]=1. The yield is 0.750. (3) The reactants are [C:1]([O:5][OH:6])([CH3:4])([CH3:3])[CH3:2].[OH-].[K+].[C:9](Cl)(=[O:14])[C:10]([CH3:13])([CH3:12])[CH3:11].Cl.CCCCCCCCCC(C)C. The catalyst is O. The product is [C:9]([O:6][O:5][C:1]([CH3:4])([CH3:3])[CH3:2])(=[O:14])[C:10]([CH3:13])([CH3:12])[CH3:11]. The yield is 0.937. (4) The reactants are O[C:2]1[C:7]([N+]([O-])=O)=[CH:6][C:5]([F:11])=[CH:4][N:3]=1.[OH:12][C:13]1C=CC(F)=CN=1.NC1C=CC(OC)=NC=1. No catalyst specified. The product is [CH3:13][O:12][C:4]1[C:5]([F:11])=[CH:6][CH:7]=[CH:2][N:3]=1. The yield is 1.00. (5) The reactants are [CH3:1][N:2]1[C:6]2=[N:7][CH:8]=[CH:9][C:10]([C:11]3[CH:16]=[CH:15][C:14]([C:17]([N:19]4[CH2:25][CH:24]5[O:26][CH:21]([CH2:22][CH2:23]5)[CH2:20]4)=[O:18])=[CH:13][CH:12]=3)=[C:5]2[C:4]([CH:27]=O)=[CH:3]1.[OH:29][C:30]1[C:35]2[C:36](=[O:39])[CH2:37][O:38][C:34]=2[CH:33]=[CH:32][CH:31]=1.Cl. The catalyst is C(O)C. The product is [OH:29][C:30]1[C:35]2[C:36](=[O:39])/[C:37](=[CH:27]/[C:4]3[C:5]4[C:6](=[N:7][CH:8]=[CH:9][C:10]=4[C:11]4[CH:16]=[CH:15][C:14]([C:17]([N:19]5[CH2:20][CH:21]6[O:26][CH:24]([CH2:23][CH2:22]6)[CH2:25]5)=[O:18])=[CH:13][CH:12]=4)[N:2]([CH3:1])[CH:3]=3)/[O:38][C:34]=2[CH:33]=[CH:32][CH:31]=1. The yield is 0.700. (6) The reactants are [C:1]([CH2:9][C:10](OCC)=[O:11])(=O)[C:2]1[CH:7]=[CH:6][CH:5]=[CH:4][CH:3]=1.[CH3:15][O:16][C:17]1[CH:22]=[CH:21][CH:20]=[C:19]([NH2:23])[CH:18]=1.Cl.O1CCOCC1. The catalyst is C1(C)C=CC=CC=1.O. The product is [C:2]1([C:1]2[CH:9]=[C:10]([OH:11])[C:20]3[C:19](=[CH:18][C:17]([O:16][CH3:15])=[CH:22][CH:21]=3)[N:23]=2)[CH:7]=[CH:6][CH:5]=[CH:4][CH:3]=1. The yield is 0.220. (7) The reactants are [F:1][C:2]1[CH:10]=[C:6]([C:7]([OH:9])=[O:8])[C:5]([OH:11])=[CH:4][CH:3]=1.S(=O)(=O)(O)O.[CH3:17]O. No catalyst specified. The product is [F:1][C:2]1[CH:10]=[C:6]([C:7]([O:9][CH3:17])=[O:8])[C:5]([OH:11])=[CH:4][CH:3]=1. The yield is 0.920. (8) The reactants are Cl[C:2]1[CH:7]=[CH:6][N:5]2[N:8]=[CH:9][CH:10]=[C:4]2[N:3]=1.[NH4+:11].[OH-]. No catalyst specified. The product is [N:8]1[N:5]2[CH:6]=[CH:7][C:2]([NH2:11])=[N:3][C:4]2=[CH:10][CH:9]=1. The yield is 0.880.